From a dataset of Catalyst prediction with 721,799 reactions and 888 catalyst types from USPTO. Predict which catalyst facilitates the given reaction. (1) Reactant: [CH:1]([N:3]([C:14]1[CH:19]=[C:18]([CH3:20])[CH:17]=[CH:16][C:15]=1[CH2:21][CH2:22][CH:23]([CH3:25])[CH3:24])[C:4]1[S:5][CH:6]=[C:7]([C:9]([O:11]CC)=[O:10])[N:8]=1)=[CH2:2].[OH-].[Na+].Cl. Product: [CH:1]([N:3]([C:14]1[CH:19]=[C:18]([CH3:20])[CH:17]=[CH:16][C:15]=1[CH2:21][CH2:22][CH:23]([CH3:25])[CH3:24])[C:4]1[S:5][CH:6]=[C:7]([C:9]([OH:11])=[O:10])[N:8]=1)=[CH2:2]. The catalyst class is: 88. (2) Reactant: [CH3:1][O:2][C:3]1[CH:8]=[CH:7][C:6]([N+:9]([O-])=O)=[CH:5][C:4]=1[CH2:12][CH2:13][N:14]1[CH2:19][CH2:18][CH:17]([N:20]2[C:28]3[C:23](=[CH:24][CH:25]=[C:26]([C:29]([NH2:31])=[O:30])[CH:27]=3)[CH:22]=[CH:21]2)[CH2:16][CH2:15]1. Product: [NH2:9][C:6]1[CH:7]=[CH:8][C:3]([O:2][CH3:1])=[C:4]([CH2:12][CH2:13][N:14]2[CH2:19][CH2:18][CH:17]([N:20]3[C:28]4[C:23](=[CH:24][CH:25]=[C:26]([C:29]([NH2:31])=[O:30])[CH:27]=4)[CH:22]=[CH:21]3)[CH2:16][CH2:15]2)[CH:5]=1. The catalyst class is: 129. (3) Reactant: Cl[C:2]1[N:7]=[C:6]([NH:8][C:9]2[C:18]([F:19])=[CH:17][CH:16]=[CH:15][C:10]=2[C:11]([NH:13][CH3:14])=[O:12])[C:5]([Cl:20])=[CH:4][N:3]=1.[NH2:21][C:22]1[CH:23]=[CH:24][C:25]2[CH2:31][CH2:30][CH2:29][NH:28][C:27](=[O:32])[C:26]=2[CH:33]=1.CC1(C)[C@]2(CS(O)(=O)=O)C(C[C@H]1CC2)=O. Product: [Cl:20][C:5]1[C:6]([NH:8][C:9]2[C:18]([F:19])=[CH:17][CH:16]=[CH:15][C:10]=2[C:11]([NH:13][CH3:14])=[O:12])=[N:7][C:2]([NH:21][C:22]2[CH:23]=[CH:24][C:25]3[CH2:31][CH2:30][CH2:29][NH:28][C:27](=[O:32])[C:26]=3[CH:33]=2)=[N:3][CH:4]=1. The catalyst class is: 32. (4) Reactant: O1CCCC1.[Br:6][C:7]1[CH:8]=[C:9]([CH:13]=[CH:14][C:15]=1[N+:16]([O-:18])=[O:17])[C:10]([NH2:12])=O.C(N(CC)CC)C.FC(F)(F)C(OC(=O)C(F)(F)F)=O. Product: [Br:6][C:7]1[CH:8]=[C:9]([CH:13]=[CH:14][C:15]=1[N+:16]([O-:18])=[O:17])[C:10]#[N:12]. The catalyst class is: 84. (5) Reactant: [Cl:1][C:2]1[CH:11]=[C:10]([C:12](=O)[CH3:13])[C:9]([N:15]2[CH2:20][CH2:19][N:18]([C:21](=[O:29])[C:22]3[CH:27]=[CH:26][CH:25]=[C:24]([F:28])[CH:23]=3)[CH2:17][CH2:16]2)=[C:8]2[C:3]=1[CH:4]=[CH:5][CH:6]=[N:7]2.C([O-])(=O)C.[NH4+].C([BH3-])#[N:36].[Na+].O1CCCC1. Product: [Cl:1][C:2]1[CH:11]=[C:10]([CH:12]([NH2:36])[CH3:13])[C:9]([N:15]2[CH2:20][CH2:19][N:18]([C:21](=[O:29])[C:22]3[CH:27]=[CH:26][CH:25]=[C:24]([F:28])[CH:23]=3)[CH2:17][CH2:16]2)=[C:8]2[C:3]=1[CH:4]=[CH:5][CH:6]=[N:7]2. The catalyst class is: 449.